Dataset: Forward reaction prediction with 1.9M reactions from USPTO patents (1976-2016). Task: Predict the product of the given reaction. (1) Given the reactants [OH:1][C:2]1[CH:6]=[C:5]([N:7]2[C:11]3[CH:12]=[C:13]([CH3:17])[C:14]([CH3:16])=[CH:15][C:10]=3[N:9]=[CH:8]2)[S:4][C:3]=1[C:18]([O:20][CH3:21])=[O:19].C(=O)([O-])[O-].[K+].[K+].Br[CH2:29][C:30]1[C:31]([CH3:36])=[CH:32][CH:33]=[CH:34][CH:35]=1.N, predict the reaction product. The product is: [CH3:16][C:14]1[C:13]([CH3:17])=[CH:12][C:11]2[N:7]([C:5]3[S:4][C:3]([C:18]([O:20][CH3:21])=[O:19])=[C:2]([O:1][CH2:29][C:30]4[CH:35]=[CH:34][CH:33]=[CH:32][C:31]=4[CH3:36])[CH:6]=3)[CH:8]=[N:9][C:10]=2[CH:15]=1. (2) Given the reactants [C:1]([N:4]1[CH2:8][C@H:7]([NH:9][S:10]([C:13]2[CH:18]=[CH:17][C:16]([O:19][CH2:20][C:21]3[C:30]4[C:25](=[CH:26][CH:27]=[CH:28][CH:29]=4)[N:24]=[C:23]([CH3:31])[CH:22]=3)=[CH:15][CH:14]=2)(=[O:12])=[O:11])[C@H:6]([C:32]([O:34]C(C)(C)C)=[O:33])[CH2:5]1)(=[O:3])[CH3:2].FC(F)(F)C(O)=O, predict the reaction product. The product is: [C:1]([N:4]1[CH2:8][C@H:7]([NH:9][S:10]([C:13]2[CH:14]=[CH:15][C:16]([O:19][CH2:20][C:21]3[C:30]4[C:25](=[CH:26][CH:27]=[CH:28][CH:29]=4)[N:24]=[C:23]([CH3:31])[CH:22]=3)=[CH:17][CH:18]=2)(=[O:12])=[O:11])[C@H:6]([C:32]([OH:34])=[O:33])[CH2:5]1)(=[O:3])[CH3:2]. (3) Given the reactants [CH3:1][O:2][C:3]1[C:8]([CH2:9][N:10]2[C:18]3[C:13](=[C:14]([N+:19]([O-])=O)[CH:15]=[CH:16][CH:17]=3)[C:12]([CH:22]=[CH2:23])=[N:11]2)=[CH:7][CH:6]=[C:5]([CH3:24])[N:4]=1, predict the reaction product. The product is: [CH2:22]([C:12]1[C:13]2[C:14]([NH2:19])=[CH:15][CH:16]=[CH:17][C:18]=2[N:10]([CH2:9][C:8]2[C:3]([O:2][CH3:1])=[N:4][C:5]([CH3:24])=[CH:6][CH:7]=2)[N:11]=1)[CH3:23].